This data is from Catalyst prediction with 721,799 reactions and 888 catalyst types from USPTO. The task is: Predict which catalyst facilitates the given reaction. (1) Reactant: [Br:1][C:2]1[CH:3]=[C:4]2[C:9](=[CH:10][CH:11]=1)[N:8]=[CH:7][N:6]=[C:5]2[C:12]1[CH:13]=[N:14][CH:15]=[C:16]([CH:20]=1)[C:17]([OH:19])=O.CN(C(ON1N=NC2C=CC=CC1=2)=[N+](C)C)C.F[P-](F)(F)(F)(F)F.CCN(C(C)C)C(C)C.[N:54]1([C:60](=[O:62])[CH3:61])[CH2:59][CH2:58][NH:57][CH2:56][CH2:55]1. Product: [Br:1][C:2]1[CH:3]=[C:4]2[C:9](=[CH:10][CH:11]=1)[N:8]=[CH:7][N:6]=[C:5]2[C:12]1[CH:20]=[C:16]([C:17]([N:57]2[CH2:58][CH2:59][N:54]([C:60](=[O:62])[CH3:61])[CH2:55][CH2:56]2)=[O:19])[CH:15]=[N:14][CH:13]=1. The catalyst class is: 2. (2) Reactant: [Br:1][C:2]1[CH:3]=[C:4]([CH:16]=[CH:17][C:18]=1[Cl:19])[C:5]([N:7]([C:9]1[CH:14]=[CH:13][CH:12]=[CH:11][C:10]=1O)[CH3:8])=[O:6].[C:20]([O-:23])([O-])=O.[K+].[K+]. Product: [Br:1][C:2]1[CH:3]=[C:4]([CH:16]=[CH:17][C:18]=1[Cl:19])[C:5]([N:7]([C:9]1[CH:14]=[CH:13][CH:12]=[CH:11][C:10]=1[O:23][CH2:20][CH2:5][N:7]([CH3:9])[CH3:8])[CH3:8])=[O:6]. The catalyst class is: 248. (3) Reactant: [Si:1]([O:8][C@H:9]1[CH2:14][CH2:13][C@H:12]([N:15]2[CH:19]=[C:18](I)[C:17]([O:21][CH3:22])=[N:16]2)[CH2:11][CH2:10]1)([C:4]([CH3:7])([CH3:6])[CH3:5])([CH3:3])[CH3:2].C([Mg]Cl)(C)C.CO[B:30]1[O:34][C:33]([CH3:36])([CH3:35])[C:32]([CH3:38])([CH3:37])[O:31]1. Product: [Si:1]([O:8][C@H:9]1[CH2:14][CH2:13][C@H:12]([N:15]2[CH:19]=[C:18]([B:30]3[O:34][C:33]([CH3:36])([CH3:35])[C:32]([CH3:38])([CH3:37])[O:31]3)[C:17]([O:21][CH3:22])=[N:16]2)[CH2:11][CH2:10]1)([C:4]([CH3:7])([CH3:6])[CH3:5])([CH3:3])[CH3:2]. The catalyst class is: 1. (4) Reactant: [F:1][C:2]1[CH:7]=[CH:6][C:5]([C:8]2[C:13](/[CH:14]=[CH:15]/[C@@H:16]([OH:24])[CH2:17][C@@H:18]([OH:23])[CH2:19][C:20]([O-:22])=[O:21])=[C:12]([CH:25]([CH3:27])[CH3:26])[N:11]=[C:10]([N:28]([CH3:33])[S:29]([CH3:32])(=[O:31])=[O:30])[N:9]=2)=[CH:4][CH:3]=1.[Na+].[Cl-].[Na+].Cl. Product: [F:1][C:2]1[CH:7]=[CH:6][C:5]([C:8]2[C:13](/[CH:14]=[CH:15]/[C@@H:16]([OH:24])[CH2:17][C@@H:18]([OH:23])[CH2:19][C:20]([O-:22])=[O:21])=[C:12]([CH:25]([CH3:27])[CH3:26])[N:11]=[C:10]([N:28]([CH3:33])[S:29]([CH3:32])(=[O:31])=[O:30])[N:9]=2)=[CH:4][CH:3]=1.[CH2:8]([NH3+:9])[CH3:5]. The catalyst class is: 10. (5) Reactant: [Cl:1][C:2]1[CH:9]=[CH:8][C:5]([CH:6]=[O:7])=[C:4](F)[CH:3]=1.[NH:11]1[CH:15]=[N:14][CH:13]=[N:12]1.C(=O)([O-])[O-].[K+].[K+].O. Product: [Cl:1][C:2]1[CH:9]=[CH:8][C:5]([CH:6]=[O:7])=[C:4]([N:11]2[CH:15]=[N:14][CH:13]=[N:12]2)[CH:3]=1. The catalyst class is: 16. (6) Reactant: [C:1]([C:4]1[CH:5]=[C:6]([C:14]([O:16][CH3:17])=[O:15])[C:7]([Cl:13])=[C:8]2[C:12]=1[NH:11][CH:10]=[CH:9]2)(=[O:3])[CH3:2].[CH3:18][Mg]Br.C(OCC)C. Product: [Cl:13][C:7]1[C:6]([C:14]([O:16][CH3:17])=[O:15])=[CH:5][C:4]([C:1]([OH:3])([CH3:18])[CH3:2])=[C:12]2[C:8]=1[CH:9]=[CH:10][NH:11]2. The catalyst class is: 1. (7) Reactant: CS(C)=O.FC(F)(F)C(O)=O.[Br:12][C:13]1[CH:18]=[CH:17][C:16]([CH:19]([C:21]2[CH:26]=[CH:25][CH:24]=[C:23]([O:27][CH3:28])[CH:22]=2)[OH:20])=[CH:15][CH:14]=1.CCN(CC)CC. The catalyst class is: 2. Product: [Br:12][C:13]1[CH:14]=[CH:15][C:16]([C:19]([C:21]2[CH:26]=[CH:25][CH:24]=[C:23]([O:27][CH3:28])[CH:22]=2)=[O:20])=[CH:17][CH:18]=1. (8) Reactant: [CH2:1]([O:8][C:9]1[CH:14]=[CH:13][C:12]([N:15]([CH3:25])[C:16]([C:18]2[CH:22]=[CH:21][N:20]([CH3:23])[C:19]=2[CH3:24])=[O:17])=[CH:11][CH:10]=1)[C:2]1[CH:7]=[CH:6][CH:5]=[CH:4][CH:3]=1.[Br:26]N1C(=O)CCC1=O. Product: [CH2:1]([O:8][C:9]1[CH:14]=[CH:13][C:12]([N:15]([CH3:25])[C:16]([C:18]2[CH:22]=[C:21]([Br:26])[N:20]([CH3:23])[C:19]=2[CH3:24])=[O:17])=[CH:11][CH:10]=1)[C:2]1[CH:3]=[CH:4][CH:5]=[CH:6][CH:7]=1. The catalyst class is: 56. (9) Reactant: [F:1][C:2]([F:9])([F:8])[C:3]1([OH:7])[CH2:6][CH2:5][CH2:4]1.[Cl:10][C:11]1[CH:12]=[C:13]([C:18]2[C:30]([O:31][CH3:32])=[CH:29][C:21]([C:22]([NH:24][S:25]([CH3:28])(=[O:27])=[O:26])=[O:23])=[C:20]([F:33])[CH:19]=2)[CH:14]=[N:15][C:16]=1F.C(=O)([O-])[O-].[Cs+].[Cs+]. Product: [Cl:10][C:11]1[CH:12]=[C:13]([C:18]2[C:30]([O:31][CH3:32])=[CH:29][C:21]([C:22]([NH:24][S:25]([CH3:28])(=[O:26])=[O:27])=[O:23])=[C:20]([F:33])[CH:19]=2)[CH:14]=[N:15][C:16]=1[O:7][C:3]1([C:2]([F:9])([F:8])[F:1])[CH2:6][CH2:5][CH2:4]1. The catalyst class is: 16. (10) Reactant: [NH2:1][C:2]1[CH:7]=[CH:6][C:5]([OH:8])=[C:4]([Cl:9])[CH:3]=1.Cl[C:11]1[C:20]2[C:15](=[CH:16][CH:17]=[CH:18][C:19]=2[F:21])[N:14]=[CH:13][N:12]=1. Product: [Cl:9][C:4]1[CH:3]=[C:2]([NH:1][C:11]2[C:20]3[C:15](=[CH:16][CH:17]=[CH:18][C:19]=3[F:21])[N:14]=[CH:13][N:12]=2)[CH:7]=[CH:6][C:5]=1[OH:8]. The catalyst class is: 32.